The task is: Predict the reactants needed to synthesize the given product.. This data is from Full USPTO retrosynthesis dataset with 1.9M reactions from patents (1976-2016). (1) Given the product [F:1][C:2]([F:17])([CH:8]([O:11][C:12](=[O:16])[C:13]([CH3:15])=[CH2:14])[CH2:9][CH3:10])[C:3]([O:5][CH3:6])=[O:4], predict the reactants needed to synthesize it. The reactants are: [F:1][C:2]([F:17])([CH:8]([O:11][C:12](=[O:16])[C:13]([CH3:15])=[CH2:14])[CH2:9][CH3:10])[C:3]([O:5][CH2:6]C)=[O:4]. (2) Given the product [C:20]([NH:24][S:25]([C:28]1[C:37]2[C:32](=[CH:33][CH:34]=[CH:35][CH:36]=2)[C:31]([C:2]2[N:3]([CH2:13][CH:14]3[CH2:19][CH2:18][CH2:17][CH2:16][CH2:15]3)[C:4]([CH3:12])=[C:5]([C:7]([O:9][CH2:10][CH3:11])=[O:8])[N:6]=2)=[CH:30][CH:29]=1)(=[O:27])=[O:26])([CH3:23])([CH3:21])[CH3:22], predict the reactants needed to synthesize it. The reactants are: Br[C:2]1[N:3]([CH2:13][CH:14]2[CH2:19][CH2:18][CH2:17][CH2:16][CH2:15]2)[C:4]([CH3:12])=[C:5]([C:7]([O:9][CH2:10][CH3:11])=[O:8])[N:6]=1.[C:20]([NH:24][S:25]([C:28]1[C:37]2[C:32](=[CH:33][CH:34]=[CH:35][CH:36]=2)[C:31](B2OC(C)(C)C(C)(C)O2)=[CH:30][CH:29]=1)(=[O:27])=[O:26])([CH3:23])([CH3:22])[CH3:21].C([O-])([O-])=O.[K+].[K+]. (3) The reactants are: [Br:1][C:2]1[CH:7]=[CH:6][C:5]([F:8])=[C:4]([O:9][CH2:10][CH2:11][CH:12]=C)[CH:3]=1.[OH2:14]. Given the product [Br:1][C:2]1[CH:7]=[CH:6][C:5]([F:8])=[C:4]([CH:3]=1)[O:9][CH2:10][CH2:11][CH:12]=[O:14], predict the reactants needed to synthesize it. (4) Given the product [Cl:33][C:11]1[CH:10]=[C:9]2[C:39]([CH2:40][C:7]3[C:2]([F:1])=[N:3][C:4]([F:8])=[CH:5][CH:6]=3)=[CH:38][NH:15][C:14]2=[N:36][CH:12]=1, predict the reactants needed to synthesize it. The reactants are: [F:1][C:2]1[CH:7]=[CH:6][CH:5]=[C:4]([F:8])[N:3]=1.[CH2:9]([Li])[CH2:10][CH2:11][CH3:12].[C:14]([Cu])#[N:15].C(OC(N1C2C=CC([Cl:33])=NC=2C(CCl)=C1)=O)(C)(C)C.[NH3:36].O1C[CH2:40][CH2:39][CH2:38]1. (5) Given the product [CH3:1][C:2]([CH3:49])([CH3:48])[CH2:3][O:4][S:5]([C:8]1[CH:9]=[CH:10][C:11]([C:14]2[CH:23]=[CH:22][C:21]3[C:16](=[CH:17][CH:18]=[C:19]([OH:24])[CH:20]=3)[C:15]=2[O:32][C:33]2[CH:38]=[CH:37][C:36]([O:39][CH2:40][CH2:41][N:42]3[CH2:47][CH2:46][CH2:45][CH2:44][CH2:43]3)=[CH:35][CH:34]=2)=[CH:12][CH:13]=1)(=[O:6])=[O:7], predict the reactants needed to synthesize it. The reactants are: [CH3:1][C:2]([CH3:49])([CH3:48])[CH2:3][O:4][S:5]([C:8]1[CH:13]=[CH:12][C:11]([C:14]2[CH:23]=[CH:22][C:21]3[C:16](=[CH:17][CH:18]=[C:19]([O:24]CC4C=CC=CC=4)[CH:20]=3)[C:15]=2[O:32][C:33]2[CH:38]=[CH:37][C:36]([O:39][CH2:40][CH2:41][N:42]3[CH2:47][CH2:46][CH2:45][CH2:44][CH2:43]3)=[CH:35][CH:34]=2)=[CH:10][CH:9]=1)(=[O:7])=[O:6].C([O-])=O.[NH4+]. (6) Given the product [C:7]([CH:9]=[C:21]1[CH2:22][C:19]([CH3:18])([C:24]#[N:25])[CH2:20]1)#[N:8], predict the reactants needed to synthesize it. The reactants are: CC(C)([O-])C.[K+].[C:7]([CH2:9]P(=O)(OCC)OCC)#[N:8].[CH3:18][C:19]1([C:24]#[N:25])[CH2:22][C:21](=O)[CH2:20]1.